Dataset: Catalyst prediction with 721,799 reactions and 888 catalyst types from USPTO. Task: Predict which catalyst facilitates the given reaction. (1) Reactant: I[C:2]1[CH:3]=[CH:4][C:5]([O:8][C:9]2[CH:10]=[C:11]3[C:15](=[CH:16][CH:17]=2)[CH2:14][CH:13]([N:18]2[CH2:22][CH2:21][CH2:20][CH2:19]2)[CH2:12]3)=[N:6][CH:7]=1.[O:23]1[CH2:27][C:26](=O)[N:25]=[C-:24]1.CNCCNC.C(=O)([O-])[O-:36].[K+].[K+]. The catalyst class is: 185. Product: [N:18]1([CH:13]2[CH2:12][C:11]3[C:15](=[CH:16][CH:17]=[C:9]([O:8][C:5]4[N:6]=[CH:7][C:2]([N:25]5[CH2:26][CH2:27][O:23][C:24]5=[O:36])=[CH:3][CH:4]=4)[CH:10]=3)[CH2:14]2)[CH2:22][CH2:21][CH2:20][CH2:19]1. (2) Reactant: [Cl:1][C:2]1[CH:3]=[C:4]([CH:7]=[CH:8][C:9]=1F)[CH:5]=[O:6].[CH2:11]([S-:13])[CH3:12].[Na+]. Product: [Cl:1][C:2]1[CH:3]=[C:4]([CH:7]=[CH:8][C:9]=1[S:13][CH2:11][CH3:12])[CH:5]=[O:6]. The catalyst class is: 9.